This data is from CYP2D6 inhibition data for predicting drug metabolism from PubChem BioAssay. The task is: Regression/Classification. Given a drug SMILES string, predict its absorption, distribution, metabolism, or excretion properties. Task type varies by dataset: regression for continuous measurements (e.g., permeability, clearance, half-life) or binary classification for categorical outcomes (e.g., BBB penetration, CYP inhibition). Dataset: cyp2d6_veith. The compound is CCOc1ccc(C(=O)Nc2ccccc2N2CCCC2)cc1. The result is 1 (inhibitor).